From a dataset of Forward reaction prediction with 1.9M reactions from USPTO patents (1976-2016). Predict the product of the given reaction. (1) The product is: [CH3:15][O:16][C:17]1[CH:22]=[C:21]([C:2]2[CH:3]=[N:4][CH:5]=[C:6]3[C:11]=2[N:10]=[C:9]([C:12]([NH2:14])=[O:13])[CH:8]=[CH:7]3)[CH:20]=[CH:19][CH:18]=1. Given the reactants Br[C:2]1[CH:3]=[N:4][CH:5]=[C:6]2[C:11]=1[N:10]=[C:9]([C:12]([NH2:14])=[O:13])[CH:8]=[CH:7]2.[CH3:15][O:16][C:17]1[CH:18]=[C:19](B(O)O)[CH:20]=[CH:21][CH:22]=1, predict the reaction product. (2) Given the reactants [O:1]([C:8]1[CH:17]=[CH:16][C:15]2[C:10](=[C:11]([C:18]3[NH:26][C:25]4[CH2:24][CH2:23][NH:22][C:21](=[O:27])[C:20]=4[CH:19]=3)[CH:12]=[CH:13][CH:14]=2)[N:9]=1)[C:2]1[CH:7]=[CH:6][CH:5]=[CH:4][CH:3]=1.C(C1C(=O)C(Cl)=C(Cl)C(=O)C=1C#N)#N, predict the reaction product. The product is: [O:1]([C:8]1[CH:17]=[CH:16][C:15]2[C:10](=[C:11]([C:18]3[NH:26][C:25]4[CH:24]=[CH:23][NH:22][C:21](=[O:27])[C:20]=4[CH:19]=3)[CH:12]=[CH:13][CH:14]=2)[N:9]=1)[C:2]1[CH:7]=[CH:6][CH:5]=[CH:4][CH:3]=1. (3) Given the reactants C([O:5][C:6](=[O:39])[CH2:7][O:8][C:9]1[C:14]2[CH2:15][CH2:16][CH2:17][CH2:18][CH:19]([NH:20][S:21]([C:24]3[CH:29]=[CH:28][C:27]([C:30]4[CH:35]=[CH:34][CH:33]=[C:32]([CH2:36][CH2:37][OH:38])[CH:31]=4)=[CH:26][N:25]=3)(=[O:23])=[O:22])[C:13]=2[CH:12]=[CH:11][CH:10]=1)(C)(C)C.[OH-].[Na+], predict the reaction product. The product is: [OH:38][CH2:37][CH2:36][C:32]1[CH:31]=[C:30]([C:27]2[CH:28]=[CH:29][C:24]([S:21]([NH:20][CH:19]3[C:13]4[CH:12]=[CH:11][CH:10]=[C:9]([O:8][CH2:7][C:6]([OH:39])=[O:5])[C:14]=4[CH2:15][CH2:16][CH2:17][CH2:18]3)(=[O:23])=[O:22])=[N:25][CH:26]=2)[CH:35]=[CH:34][CH:33]=1. (4) Given the reactants [C:1]([O:5][C:6]([NH:8][C@@H:9]([CH2:13][CH3:14])[C:10](O)=O)=[O:7])([CH3:4])([CH3:3])[CH3:2].CCN(C(C)C)C(C)C.[OH2:24].[CH2:25]([NH2:29])[CH:26]([CH3:28])[CH3:27].CCN=C=NCCCN(C)C.Cl, predict the reaction product. The product is: [CH2:25]([NH:29][CH2:10][C@@H:9]([NH:8][C:6](=[O:7])[O:5][C:1]([CH3:4])([CH3:3])[CH3:2])[CH2:13][CH:14]=[O:24])[CH:26]([CH3:28])[CH3:27]. (5) The product is: [Cl:19][C:20]1[CH:21]=[C:22]([CH:26]=[C:27]([S:29]([CH3:32])(=[O:31])=[O:30])[CH:28]=1)[C:23]([N:15]([C:9]1[CH:10]=[N:11][C:12]([CH3:14])=[CH:13][C:8]=1[C:5]1[CH:6]=[CH:7][C:2]([F:1])=[CH:3][C:4]=1[O:17][CH3:18])[CH3:16])=[O:25]. Given the reactants [F:1][C:2]1[CH:7]=[CH:6][C:5]([C:8]2[CH:13]=[C:12]([CH3:14])[N:11]=[CH:10][C:9]=2[NH:15][CH3:16])=[C:4]([O:17][CH3:18])[CH:3]=1.[Cl:19][C:20]1[CH:21]=[C:22]([CH:26]=[C:27]([S:29]([CH3:32])(=[O:31])=[O:30])[CH:28]=1)[C:23]([OH:25])=O, predict the reaction product. (6) Given the reactants [Cl:1][C:2]1[N:11]=[C:10]([C:12]([O:14][CH2:15][CH3:16])=C)[C:9]2[C:4](=[CH:5][C:6]([F:17])=[CH:7][CH:8]=2)[N:3]=1.[Mn]([O-])(=O)(=O)=[O:19].[K+], predict the reaction product. The product is: [Cl:1][C:2]1[N:11]=[C:10]([C:12]([O:14][CH2:15][CH3:16])=[O:19])[C:9]2[C:4](=[CH:5][C:6]([F:17])=[CH:7][CH:8]=2)[N:3]=1.